Dataset: Forward reaction prediction with 1.9M reactions from USPTO patents (1976-2016). Task: Predict the product of the given reaction. (1) Given the reactants [Br:1][C:2]1[C:3]([CH3:15])=[C:4]([C:7]([OH:14])=[C:8]([C:10]([CH3:13])([CH3:12])[CH3:11])[CH:9]=1)[CH:5]=[O:6].[H-].[Na+].I[CH:19]([CH3:21])[CH3:20].O, predict the reaction product. The product is: [Br:1][C:2]1[C:3]([CH3:15])=[C:4]([C:7]([O:14][CH:19]([CH3:21])[CH3:20])=[C:8]([C:10]([CH3:11])([CH3:12])[CH3:13])[CH:9]=1)[CH:5]=[O:6]. (2) The product is: [CH3:42][N:43]([CH3:60])[CH2:44][CH:45]([N:52]1[CH:56]=[C:55]([NH2:57])[CH:54]=[N:53]1)[C:46]1[CH:51]=[CH:50][CH:49]=[CH:48][CH:47]=1. Given the reactants [N+](C1C=NNC=1)([O-])=O.C1(P(C2C=CC=CC=2)C2C=CC=CC=2)C=CC=CC=1.N(C(OC(C)C)=O)=NC(OC(C)C)=O.[CH3:42][N:43]([CH3:60])[CH2:44][CH:45]([N:52]1[CH:56]=[C:55]([N+:57]([O-])=O)[CH:54]=[N:53]1)[C:46]1[CH:51]=[CH:50][CH:49]=[CH:48][CH:47]=1.[N+](C1C=CNN=1)([O-])=O, predict the reaction product. (3) The product is: [F:1][C:2]1[CH:7]=[CH:6][C:5]([C:8]2[C:12]([C:13]3[N:14]=[CH:15][N:16]([C:23]4[CH:32]=[CH:31][C:26]([C:27]([OH:29])=[O:28])=[CH:25][CH:24]=4)[CH:17]=3)=[C:11]([C:18]([F:21])([F:19])[F:20])[O:10][N:9]=2)=[CH:4][CH:3]=1. Given the reactants [F:1][C:2]1[CH:7]=[CH:6][C:5]([C:8]2[C:12]([C:13]3[N:14]=[CH:15][NH:16][CH:17]=3)=[C:11]([C:18]([F:21])([F:20])[F:19])[O:10][N:9]=2)=[CH:4][CH:3]=1.F[C:23]1[CH:32]=[CH:31][C:26]([C:27]([O:29]C)=[O:28])=[CH:25][CH:24]=1, predict the reaction product. (4) Given the reactants [OH:1][C:2]1[CH:7]=[C:6]([NH:8][C:9]2[CH:13]=[CH:12][N:11]([CH2:14][O:15][CH2:16][CH2:17][Si:18]([CH3:21])([CH3:20])[CH3:19])[N:10]=2)[N:5]=[C:4]([C:22](OC)=[O:23])[CH:3]=1.[BH4-].[Li+], predict the reaction product. The product is: [OH:23][CH2:22][C:4]1[CH:3]=[C:2]([OH:1])[CH:7]=[C:6]([NH:8][C:9]2[CH:13]=[CH:12][N:11]([CH2:14][O:15][CH2:16][CH2:17][Si:18]([CH3:21])([CH3:20])[CH3:19])[N:10]=2)[N:5]=1. (5) Given the reactants [CH3:1][O:2][C:3]1[CH:4]=[C:5]([S:9]([NH:12][C:13]2[CH:14]=[C:15]([CH:28]=[CH:29][CH:30]=2)[C:16]([NH:18][C:19]2[CH:27]=[CH:26][C:22]([C:23]([OH:25])=[O:24])=[CH:21][CH:20]=2)=[O:17])(=[O:11])=[O:10])[CH:6]=[CH:7][CH:8]=1.CO[C:33]1C=C(S(Cl)(=O)=O)C=C[CH:38]=1, predict the reaction product. The product is: [CH2:33]([O:24][C:23](=[O:25])[C:22]1[CH:21]=[CH:20][C:19]([NH:18][C:16](=[O:17])[C:15]2[CH:28]=[CH:29][CH:30]=[C:13]([NH:12][S:9]([C:5]3[CH:6]=[CH:7][CH:8]=[C:3]([O:2][CH3:1])[CH:4]=3)(=[O:10])=[O:11])[CH:14]=2)=[CH:27][CH:26]=1)[CH3:38]. (6) Given the reactants [F:1][C:2]1([F:32])[CH2:5][CH:4]([C:6]2[O:10][N:9]=[C:8]([C:11]3[CH:12]=[CH:13][C:14]([CH3:31])=[C:15]([NH:17][C:18]([C:20]4[N:24]5[CH:25]=[C:26]([CH2:29][OH:30])[CH:27]=[CH:28][C:23]5=[N:22][CH:21]=4)=[O:19])[CH:16]=3)[N:7]=2)[CH2:3]1.CCN(C(C)C)C(C)C.CS(Cl)(=O)=O.C([O-])([O-])=O.[K+].[K+].[F:53][CH2:54][CH2:55]O, predict the reaction product. The product is: [F:32][C:2]1([F:1])[CH2:5][CH:4]([C:6]2[O:10][N:9]=[C:8]([C:11]3[CH:12]=[CH:13][C:14]([CH3:31])=[C:15]([NH:17][C:18]([C:20]4[N:24]5[CH:25]=[C:26]([CH2:29][O:30][CH2:55][CH2:54][F:53])[CH:27]=[CH:28][C:23]5=[N:22][CH:21]=4)=[O:19])[CH:16]=3)[N:7]=2)[CH2:3]1.